This data is from Full USPTO retrosynthesis dataset with 1.9M reactions from patents (1976-2016). The task is: Predict the reactants needed to synthesize the given product. (1) Given the product [CH2:26]([C:10]1[C:11]([NH:13][C:14]2[CH:19]=[CH:18][C:17]([CH2:20][C:21]([O:23][CH3:24])=[O:22])=[CH:16][CH:15]=2)=[CH:29][C:7]([C:5]2[S:6][C:2]([C:39]3[CH:40]=[CH:41][C:36]([CH2:34][CH3:35])=[CH:37][CH:38]=3)=[CH:3][CH:4]=2)=[N:8][C:9]=1[CH3:28])[CH3:27], predict the reactants needed to synthesize it. The reactants are: Br[C:2]1[S:6][C:5]([C:7]2N=[C:11]([NH:13][C:14]3[CH:19]=[CH:18][C:17]([CH2:20][C:21]([O:23][CH2:24]C)=[O:22])=[CH:16][CH:15]=3)[C:10]([CH2:26][CH3:27])=[C:9]([CH3:28])[N:8]=2)=[CH:4][CH:3]=1.[C:29](=O)([O-])O.[Na+].[CH2:34]([C:36]1[CH:41]=[CH:40][C:39](OB(O)O)=[CH:38][CH:37]=1)[CH3:35]. (2) Given the product [NH2:18][C:19]1[N:28]=[C:27]([N:29]2[CH2:30][CH2:31][N:32]([CH3:35])[CH2:33][CH2:34]2)[C:26]2[C:21](=[CH:22][C:23]([C:36]([NH:1][CH:2]([CH2:8][C:9]3[S:10][C:11]4[CH:17]=[CH:16][CH:15]=[CH:14][C:12]=4[N:13]=3)[C:3]([N:5]([CH3:6])[CH3:7])=[O:4])=[O:37])=[CH:24][CH:25]=2)[N:20]=1, predict the reactants needed to synthesize it. The reactants are: [NH2:1][CH:2]([CH2:8][C:9]1[S:10][C:11]2[CH:17]=[CH:16][CH:15]=[CH:14][C:12]=2[N:13]=1)[C:3]([N:5]([CH3:7])[CH3:6])=[O:4].[NH2:18][C:19]1[N:28]=[C:27]([N:29]2[CH2:34][CH2:33][N:32]([CH3:35])[CH2:31][CH2:30]2)[C:26]2[C:21](=[CH:22][C:23]([C:36](O)=[O:37])=[CH:24][CH:25]=2)[N:20]=1.C(N(CC)C(C)C)(C)C. (3) Given the product [OH:2][C:3]1[CH:4]=[C:5]([CH:13]=[CH:14][C:15]2[CH:20]=[CH:19][C:18]([OH:21])=[CH:17][CH:16]=2)[CH:6]=[C:7]([OH:11])[C:8]=1[OH:9], predict the reactants needed to synthesize it. The reactants are: C[O:2][C:3]1[CH:4]=[C:5]([CH:13]=[CH:14][C:15]2[CH:20]=[CH:19][C:18]([O:21]C)=[CH:17][CH:16]=2)[CH:6]=[C:7]([O:11]C)[C:8]=1[O:9]C.B(Br)(Br)Br.C([O-])(O)=O.[Na+]. (4) Given the product [N:20]1[CH:25]=[CH:24][CH:23]=[CH:22][C:21]=1[CH:26]([NH:28][CH2:16][C:8]1[N:7]([CH2:6][O:5][CH2:4][CH2:3][Si:2]([CH3:19])([CH3:18])[CH3:1])[C:11]2[CH:12]=[CH:13][CH:14]=[CH:15][C:10]=2[N:9]=1)[CH3:27], predict the reactants needed to synthesize it. The reactants are: [CH3:1][Si:2]([CH3:19])([CH3:18])[CH2:3][CH2:4][O:5][CH2:6][N:7]1[C:11]2[CH:12]=[CH:13][CH:14]=[CH:15][C:10]=2[N:9]=[C:8]1[CH:16]=O.[N:20]1[CH:25]=[CH:24][CH:23]=[CH:22][C:21]=1[CH:26]([NH2:28])[CH3:27].[BH-](OC(C)=O)(OC(C)=O)OC(C)=O.[Na+]. (5) Given the product [Cl:5][C:6]1[N:11]=[CH:10][C:9]([NH:12][C:31]([C:18]2[N:19]([CH2:23][C:24]3[CH:29]=[CH:28][CH:27]=[C:26]([F:30])[CH:25]=3)[C:20]3[C:16]([CH:17]=2)=[CH:15][C:14]([F:13])=[CH:22][CH:21]=3)=[O:32])=[CH:8][CH:7]=1, predict the reactants needed to synthesize it. The reactants are: C[Al](C)C.[Cl:5][C:6]1[N:11]=[CH:10][C:9]([NH2:12])=[CH:8][CH:7]=1.[F:13][C:14]1[CH:15]=[C:16]2[C:20](=[CH:21][CH:22]=1)[N:19]([CH2:23][C:24]1[CH:29]=[CH:28][CH:27]=[C:26]([F:30])[CH:25]=1)[C:18]([C:31](OCC)=[O:32])=[CH:17]2.O.